Dataset: Full USPTO retrosynthesis dataset with 1.9M reactions from patents (1976-2016). Task: Predict the reactants needed to synthesize the given product. (1) The reactants are: C([O:8][C:9]1[CH:10]=[C:11]2[C:15](=[CH:16][CH:17]=1)[N:14]([CH2:18][C:19]1[CH:24]=[CH:23][C:22]([F:25])=[CH:21][CH:20]=1)[C:13]([C:26]([O:28][CH2:29][CH3:30])=[O:27])=[C:12]2[C:31]1[CH:36]=[CH:35][C:34]([O:37][CH2:38][CH3:39])=[CH:33][CH:32]=1)C1C=CC=CC=1. Given the product [CH2:38]([O:37][C:34]1[CH:35]=[CH:36][C:31]([C:12]2[C:11]3[C:15](=[CH:16][CH:17]=[C:9]([OH:8])[CH:10]=3)[N:14]([CH2:18][C:19]3[CH:24]=[CH:23][C:22]([F:25])=[CH:21][CH:20]=3)[C:13]=2[C:26]([O:28][CH2:29][CH3:30])=[O:27])=[CH:32][CH:33]=1)[CH3:39], predict the reactants needed to synthesize it. (2) The reactants are: [Br:1][C:2]1[C:21]([F:22])=[CH:20][C:5]2[O:6][C:7]3[CH:19]=[CH:18][CH:17]=[CH:16][C:8]=3[C@H:9]3[C@H:14]([NH2:15])[CH2:13][CH2:12][CH2:11][N:10]3[C:4]=2[CH:3]=1.[CH3:23][C:24]1([CH3:38])[C@@H:30]([C:31]2[CH:36]=[CH:35][CH:34]=[CH:33][CH:32]=2)[O:29][P:27]([OH:37])(=[O:28])[O:26][CH2:25]1. Given the product [OH:37][P:27]1(=[O:28])[O:29][C@@H:30]([C:31]2[CH:36]=[CH:35][CH:34]=[CH:33][CH:32]=2)[C:24]([CH3:23])([CH3:38])[CH2:25][O:26]1.[Br:1][C:2]1[C:21]([F:22])=[CH:20][C:5]2[O:6][C:7]3[CH:19]=[CH:18][CH:17]=[CH:16][C:8]=3[C@H:9]3[C@H:14]([NH2:15])[CH2:13][CH2:12][CH2:11][N:10]3[C:4]=2[CH:3]=1, predict the reactants needed to synthesize it.